From a dataset of Reaction yield outcomes from USPTO patents with 853,638 reactions. Predict the reaction yield, written as a fraction of the theoretical maximum amount of product (1.0 means a 100% yield; for example, 0.34 means a 34% yield). (1) The reactants are [Cl:1][C:2]1[C:10]2[C:5](=[CH:6][CH:7]=[C:8]([CH2:12][NH:13]C(=O)OC(C)(C)C)[C:9]=2[F:11])[NH:4][CH:3]=1.Cl. The catalyst is CCOC(C)=O. The product is [ClH:1].[Cl:1][C:2]1[C:10]2[C:5](=[CH:6][CH:7]=[C:8]([CH2:12][NH2:13])[C:9]=2[F:11])[NH:4][CH:3]=1. The yield is 0.820. (2) The reactants are I([O-])(=O)(=O)=O.[Na+].[CH3:7][O:8][C:9]1[CH:10]=[CH:11][CH:12]=[C:13]2[C:18]=1[N:17]=[C:16]([C:19]1[N:23]3[CH:24]=[CH:25][C:26]([O:28][CH2:29][CH2:30][O:31][CH3:32])=[CH:27][C:22]3=[N:21][CH:20]=1)[CH:15]=[C:14]2[CH:33]([OH:36])CO. The catalyst is C(Cl)Cl. The product is [CH3:7][O:8][C:9]1[CH:10]=[CH:11][CH:12]=[C:13]2[C:18]=1[N:17]=[C:16]([C:19]1[N:23]3[CH:24]=[CH:25][C:26]([O:28][CH2:29][CH2:30][O:31][CH3:32])=[CH:27][C:22]3=[N:21][CH:20]=1)[CH:15]=[C:14]2[CH:33]=[O:36]. The yield is 1.00. (3) The reactants are [Cl:1][C:2]1[CH:11]=[CH:10][CH:9]=[C:8]2[C:3]=1[C:4](=[O:22])[N:5]([C:14]1[CH:19]=[CH:18][CH:17]=[CH:16][C:15]=1OC)[C:6]([CH2:12]Cl)=[N:7]2.[N:23]1[C:31]([NH2:32])=[C:30]2[C:26]([N:27]=[CH:28][NH:29]2)=[N:25][CH:24]=1.C([O-])([O-])=O.[K+].[K+]. The catalyst is CN(C=O)C. The product is [NH2:32][C:31]1[N:23]=[CH:24][N:25]=[C:26]2[C:30]=1[N:29]=[CH:28][N:27]2[CH2:12][C:6]1[N:5]([C:14]2[CH:19]=[CH:18][CH:17]=[CH:16][C:15]=2[C:2]2[CH:11]=[CH:10][CH:9]=[CH:8][CH:3]=2)[C:4](=[O:22])[C:3]2[C:8](=[CH:9][CH:10]=[CH:11][C:2]=2[Cl:1])[N:7]=1. The yield is 0.680.